From a dataset of Peptide-MHC class I binding affinity with 185,985 pairs from IEDB/IMGT. Regression. Given a peptide amino acid sequence and an MHC pseudo amino acid sequence, predict their binding affinity value. This is MHC class I binding data. The peptide sequence is YTFAISYCRA. The MHC is HLA-A02:06 with pseudo-sequence HLA-A02:06. The binding affinity (normalized) is 0.665.